Dataset: CYP2C19 inhibition data for predicting drug metabolism from PubChem BioAssay. Task: Regression/Classification. Given a drug SMILES string, predict its absorption, distribution, metabolism, or excretion properties. Task type varies by dataset: regression for continuous measurements (e.g., permeability, clearance, half-life) or binary classification for categorical outcomes (e.g., BBB penetration, CYP inhibition). Dataset: cyp2c19_veith. (1) The compound is COc1cc(C(=O)Oc2ccccc2/C=N/NC(=O)c2ccc(C)cc2)cc(OC)c1OC. The result is 1 (inhibitor). (2) The compound is COc1ccccc1N1CCN(C[C@@H]2CN3C(=O)N(C)c4ccccc4C3=N2)CC1. The result is 0 (non-inhibitor). (3) The molecule is COc1ccc(COC(=O)N/N=C2/C[C@@H](O)[C@@H](O)[C@@H]3[C@@H]4C(=O)N(c5cccc(Oc6ccccc6)c5)C(=O)[C@H]4CC[C@@H]23)cc1. The result is 0 (non-inhibitor). (4) The molecule is Cc1c(C)n(C(=O)CN2CCC(C)CC2)c2ccccc12. The result is 1 (inhibitor). (5) The compound is C[C@@H](Cc1ccccc1)Nc1ncnc2c1ncn2[C@@H]1O[C@@H](CO)[C@H](O)[C@@H]1O. The result is 0 (non-inhibitor). (6) The result is 1 (inhibitor). The drug is COc1ccc(/C(C)=N/NC(=O)c2ccc(CSc3cccc4cccnc34)cc2)cc1OC. (7) The compound is CC(=O)O/C(=C1/C[C@H]2[C@@H]3CC=C4C[C@@H](OC(C)=O)CC[C@]4(C)[C@@H]3CC[C@]2(C)C1=O)C(F)(F)F. The result is 0 (non-inhibitor). (8) The molecule is CC(C)(C)NC[C@@H](O)COc1cccc2[nH]c(C#N)cc12. The result is 1 (inhibitor).